This data is from Reaction yield outcomes from USPTO patents with 853,638 reactions. The task is: Predict the reaction yield, written as a fraction of the theoretical maximum amount of product (1.0 means a 100% yield; for example, 0.34 means a 34% yield). (1) The reactants are [F:1][C:2]1[CH:3]=[C:4]([CH:14]=[CH:15][CH:16]=1)[CH2:5][O:6][C:7]1[CH:12]=[CH:11][C:10]([NH2:13])=[CH:9][CH:8]=1.[CH3:17][O:18][C:19](=[O:26])[CH:20]([O:24][CH3:25])[C:21](O)=[O:22]. No catalyst specified. The product is [CH3:17][O:18][C:19](=[O:26])[CH:20]([O:24][CH3:25])[C:21]([NH:13][C:10]1[CH:11]=[CH:12][C:7]([O:6][CH2:5][C:4]2[CH:14]=[CH:15][CH:16]=[C:2]([F:1])[CH:3]=2)=[CH:8][CH:9]=1)=[O:22]. The yield is 0.410. (2) The product is [Cl:28][C:27]1[C:22]2[N:21]=[C:20]3[N:14]([C:10]4[C:11]([CH3:13])=[CH:12][C:7]([C:36]#[N:37])=[N:8][CH:9]=4)[CH2:15][CH2:16][CH2:17][CH2:18][N:19]3[C:23]=2[C:24]([CH:29]([CH2:32][CH3:33])[CH2:30][CH3:31])=[CH:25][CH:26]=1. The yield is 0.760. The catalyst is C(OCC)(=O)C.[C-]#N.[Zn+2].[C-]#N.C1C=CC([P]([Pd]([P](C2C=CC=CC=2)(C2C=CC=CC=2)C2C=CC=CC=2)([P](C2C=CC=CC=2)(C2C=CC=CC=2)C2C=CC=CC=2)[P](C2C=CC=CC=2)(C2C=CC=CC=2)C2C=CC=CC=2)(C2C=CC=CC=2)C2C=CC=CC=2)=CC=1. The reactants are FC(F)(F)S(O[C:7]1[CH:12]=[C:11]([CH3:13])[C:10]([N:14]2[C:20]3=[N:21][C:22]4[C:27]([Cl:28])=[CH:26][CH:25]=[C:24]([CH:29]([CH2:32][CH3:33])[CH2:30][CH3:31])[C:23]=4[N:19]3[CH2:18][CH2:17][CH2:16][CH2:15]2)=[CH:9][N:8]=1)(=O)=O.[CH3:36][N:37](C)C=O. (3) The reactants are CS(O[CH2:6][CH2:7][C:8]1[CH:13]=[CH:12][C:11]([N:14]2[C:18]3[CH:19]=[C:20]([Cl:26])[C:21]([C:23]([NH2:25])=[O:24])=[CH:22][C:17]=3[N:16]=[C:15]2[CH2:27][CH3:28])=[CH:10][CH:9]=1)(=O)=O.[CH3:29][NH2:30]. The catalyst is O. The product is [Cl:26][C:20]1[C:21]([C:23]([NH2:25])=[O:24])=[CH:22][C:17]2[N:16]=[C:15]([CH2:27][CH3:28])[N:14]([C:11]3[CH:10]=[CH:9][C:8]([CH2:7][CH2:6][NH:30][CH3:29])=[CH:13][CH:12]=3)[C:18]=2[CH:19]=1. The yield is 0.600. (4) The reactants are Cl.Cl.[O:3]=[C:4]1[C:13]2[C:8](=[CH:9][CH:10]=[CH:11][CH:12]=2)[N:7]=[C:6]([C:14]([NH:16][CH2:17][C:18]2[CH:23]=[CH:22][CH:21]=[C:20]([N:24]3[CH2:29][CH2:28][NH:27][CH2:26][CH2:25]3)[CH:19]=2)=[O:15])[NH:5]1.[O:30]=[C:31]1[NH:35][CH:34]([CH2:36][C:37](O)=[O:38])[C:33](=[O:40])[NH:32]1.Cl.CN(C)CCCN=C=NCC.ON1C2C=CC=CC=2N=N1.C(N(CC)CC)C. The catalyst is CN(C=O)C. The product is [O:30]=[C:31]1[NH:35][CH:34]([CH2:36][C:37]([N:27]2[CH2:26][CH2:25][N:24]([C:20]3[CH:19]=[C:18]([CH2:17][NH:16][C:14]([C:6]4[NH:5][C:4](=[O:3])[C:13]5[C:8](=[CH:9][CH:10]=[CH:11][CH:12]=5)[N:7]=4)=[O:15])[CH:23]=[CH:22][CH:21]=3)[CH2:29][CH2:28]2)=[O:38])[C:33](=[O:40])[NH:32]1. The yield is 0.620. (5) The reactants are [CH3:1][C:2]1[CH:7]=[CH:6][N:5]=[CH:4][C:3]=1[N:8]1[CH2:12][CH2:11][NH:10][C:9]1=[O:13].Cl[C:15]1[O:16][C:17]2[CH:23]=[CH:22][CH:21]=[CH:20][C:18]=2[N:19]=1.N[C@@H]1CCCC[C@H]1N.C(=O)([O-])[O-].[K+].[K+]. The catalyst is [Cu](I)I.O1CCOCC1. The product is [O:16]1[C:17]2[CH:23]=[CH:22][CH:21]=[CH:20][C:18]=2[N:19]=[C:15]1[N:10]1[CH2:11][CH2:12][N:8]([C:3]2[CH:4]=[N:5][CH:6]=[CH:7][C:2]=2[CH3:1])[C:9]1=[O:13]. The yield is 0.160. (6) The reactants are [S:1]1[C:5]2[CH:6]=[CH:7][CH:8]=[CH:9][C:4]=2[N:3]=[C:2]1[S:10][CH2:11][C:12]([N:14]1[C:23]2[C:18](=[CH:19][CH:20]=[CH:21][CH:22]=2)[NH:17][CH2:16][CH2:15]1)=[O:13].[CH3:24][C:25](OC(C)=O)=[O:26].CCN(CC)CC. The catalyst is C(Cl)Cl.CN(C1C=CN=CC=1)C. The product is [C:25]([N:17]1[C:18]2[C:23](=[CH:22][CH:21]=[CH:20][CH:19]=2)[N:14]([C:12](=[O:13])[CH2:11][S:10][C:2]2[S:1][C:5]3[CH:6]=[CH:7][CH:8]=[CH:9][C:4]=3[N:3]=2)[CH2:15][CH2:16]1)(=[O:26])[CH3:24]. The yield is 0.520.